From a dataset of Full USPTO retrosynthesis dataset with 1.9M reactions from patents (1976-2016). Predict the reactants needed to synthesize the given product. (1) Given the product [NH2:20][C:8]([NH:4][CH2:5][C:6]1[CH:2]=[CH:1][CH:28]=[CH:27][N:26]=1)=[N:9][S:10]([C:13]1[CH:14]=[CH:15][C:16]([Cl:19])=[CH:17][CH:18]=1)(=[O:11])=[O:12], predict the reactants needed to synthesize it. The reactants are: [CH3:1][C:2]1[CH:6]=[C:5](C)[N:4]([C:8](=[NH:20])[NH:9][S:10]([C:13]2[CH:18]=[CH:17][C:16]([Cl:19])=[CH:15][CH:14]=2)(=[O:12])=[O:11])N=1.CS(O)(=O)=O.[N:26]1C=CC=[CH:28][C:27]=1CN. (2) Given the product [Cl:10][C:3]1[CH:4]=[C:5]([C:6]#[N:7])[CH:8]=[CH:9][C:2]=1[NH:1][S:17]([C:14]1[CH:15]=[CH:16][C:11]([CH3:21])=[CH:12][CH:13]=1)(=[O:19])=[O:18], predict the reactants needed to synthesize it. The reactants are: [NH2:1][C:2]1[CH:9]=[CH:8][C:5]([C:6]#[N:7])=[CH:4][C:3]=1[Cl:10].[C:11]1([CH3:21])[CH:16]=[CH:15][C:14]([S:17](Cl)(=[O:19])=[O:18])=[CH:13][CH:12]=1.O. (3) Given the product [O:34]1[CH2:35][CH2:36][O:37][CH:33]1[CH2:32][N:21]1[CH2:22][CH2:23][C:17]2[C:16]([N:25]3[CH2:26][CH2:27][O:28][CH2:29][CH2:30]3)=[N:15][C:14]([C:11]3[CH:10]=[CH:9][C:8]([NH:7][C:5]([NH:4][CH2:2][CH3:3])=[O:6])=[CH:13][CH:12]=3)=[N:19][C:18]=2[CH:20]1[CH3:24], predict the reactants needed to synthesize it. The reactants are: Cl.[CH2:2]([NH:4][C:5]([NH:7][C:8]1[CH:13]=[CH:12][C:11]([C:14]2[N:15]=[C:16]([N:25]3[CH2:30][CH2:29][O:28][CH2:27][CH2:26]3)[C:17]3[CH2:23][CH2:22][NH:21][CH:20]([CH3:24])[C:18]=3[N:19]=2)=[CH:10][CH:9]=1)=[O:6])[CH3:3].Br[CH2:32][CH:33]1[O:37][CH2:36][CH2:35][O:34]1.[I-].[Na+]. (4) The reactants are: [C:1]([O-:4])(=[O:3])[CH3:2].[K+].Cl[CH2:7][SiH2:8][CH:9]([O:12][CH3:13])[O:10][CH3:11]. Given the product [C:1]([O:4][CH2:7][SiH2:8][CH:9]([O:12][CH3:13])[O:10][CH3:11])(=[O:3])[CH3:2], predict the reactants needed to synthesize it. (5) Given the product [CH3:36][C:5]1[N:4]=[N:3][N:2]([CH3:1])[C:6]=1[C:7]1[CH:19]=[N:18][C:17]2[C:16]3[CH:15]=[CH:14][C:13]([C:20]([OH:41])([CH3:22])[CH2:21][OH:45])=[CH:12][C:11]=3[N:10]([C@@H:23]([CH:30]3[CH2:35][CH2:34][O:33][CH2:32][CH2:31]3)[C:24]3[CH:25]=[CH:26][CH:27]=[CH:28][CH:29]=3)[C:9]=2[CH:8]=1, predict the reactants needed to synthesize it. The reactants are: [CH3:1][N:2]1[C:6]([C:7]2[CH:19]=[N:18][C:17]3[C:16]4[CH:15]=[CH:14][C:13]([C:20]([CH3:22])=[CH2:21])=[CH:12][C:11]=4[N:10]([C@@H:23]([CH:30]4[CH2:35][CH2:34][O:33][CH2:32][CH2:31]4)[C:24]4[CH:29]=[CH:28][CH:27]=[CH:26][CH:25]=4)[C:9]=3[CH:8]=2)=[C:5]([CH3:36])[N:4]=[N:3]1.C[N+]1([O-])CC[O:41]CC1.[OH2:45]. (6) Given the product [F:13][C:9]1[C:8]([F:14])=[C:7]2[C:12]([C:3]([CH2:2][N:22]3[C:23]4[CH:29]=[CH:28][CH:27]=[CH:26][C:24]=4[N:25]=[C:21]3[CH2:16][C:17]([CH3:20])([CH3:19])[CH3:18])=[CH:4][C:5](=[O:15])[NH:6]2)=[CH:11][CH:10]=1, predict the reactants needed to synthesize it. The reactants are: Br[CH2:2][C:3]1[C:12]2[C:7](=[C:8]([F:14])[C:9]([F:13])=[CH:10][CH:11]=2)[NH:6][C:5](=[O:15])[CH:4]=1.[CH2:16]([C:21]1[NH:25][C:24]2[CH:26]=[CH:27][CH:28]=[CH:29][C:23]=2[N:22]=1)[C:17]([CH3:20])([CH3:19])[CH3:18]. (7) Given the product [F:1][C:2]1[CH:7]=[CH:6][C:5]([C:8]([CH:9]2[CH2:14][CH2:13][N:12]([C:15]([O:17][C:18]([CH3:20])([CH3:21])[CH3:19])=[O:16])[CH2:11][CH2:10]2)=[O:22])=[CH:4][C:3]=1[C:23](=[O:28])[C:24]([F:25])([F:26])[F:27], predict the reactants needed to synthesize it. The reactants are: [F:1][C:2]1[CH:7]=[CH:6][C:5]([CH:8]([OH:22])[CH:9]2[CH2:14][CH2:13][N:12]([C:15]([O:17][C:18]([CH3:21])([CH3:20])[CH3:19])=[O:16])[CH2:11][CH2:10]2)=[CH:4][C:3]=1[C:23](=[O:28])[C:24]([F:27])([F:26])[F:25].CC1(C)N([O])C(C)(C)CCC1.[K+].[Br-].C([O-])(O)=O.[Na+].[O-]Cl.[Na+]. (8) Given the product [C:1]([C@@H:3]([NH:5][C:6](=[O:12])[C:22]1[CH:21]=[CH:20][C:19]([O:18][C:17]2[CH:28]=[CH:29][CH:30]=[C:15]([O:14][CH3:13])[CH:16]=2)=[CH:27][CH:26]=1)[CH3:4])#[N:2], predict the reactants needed to synthesize it. The reactants are: [C:1]([C@@H:3]([NH:5][C:6](=[O:12])OC(C)(C)C)[CH3:4])#[N:2].[CH3:13][O:14][C:15]1[CH:16]=[C:17]([CH:28]=[CH:29][CH:30]=1)[O:18][C:19]1[CH:27]=[CH:26][C:22](C(O)=O)=[CH:21][CH:20]=1. (9) Given the product [Cl:28][C:29]1[N:33]([C:34]2[N:35]=[CH:36][N:37]=[C:38]([NH:57][C:53]3[CH:54]=[CH:55][CH:56]=[C:51]([CH2:50][C:49]4[NH:48][N:47]=[N:46][N:45]=4)[CH:52]=3)[N:39]=2)[C:32]2[CH:41]=[CH:42][CH:43]=[CH:44][C:31]=2[N:30]=1, predict the reactants needed to synthesize it. The reactants are: ClC1N=C(Cl)N=CN=1.CCN(C(C)C)C(C)C.ClC1NC2C=CC=CC=2N=1.[Cl:28][C:29]1[N:33]([C:34]2[N:39]=[C:38](Cl)[N:37]=[CH:36][N:35]=2)[C:32]2[CH:41]=[CH:42][CH:43]=[CH:44][C:31]=2[N:30]=1.[NH:45]1[C:49]([CH2:50][C:51]2[CH:52]=[C:53]([NH2:57])[CH:54]=[CH:55][CH:56]=2)=[N:48][N:47]=[N:46]1.